This data is from Reaction yield outcomes from USPTO patents with 853,638 reactions. The task is: Predict the reaction yield, written as a fraction of the theoretical maximum amount of product (1.0 means a 100% yield; for example, 0.34 means a 34% yield). (1) The reactants are [C:1]([C:5]1[CH:10]=[CH:9][C:8]([C:11]2[N:15]([CH3:16])[N:14]=[C:13]([C:17]([C:32]3[CH:37]=[CH:36][CH:35]=[CH:34][CH:33]=3)=[N:18][NH:19][C:20]([C:22]3[CH:31]=[CH:30][C:25]([C:26]([O:28]C)=[O:27])=[CH:24][CH:23]=3)=[O:21])[C:12]=2[OH:38])=[CH:7][CH:6]=1)([CH3:4])([CH3:3])[CH3:2].CO.[OH-].[Na+].Cl. The catalyst is O. The product is [C:1]([C:5]1[CH:6]=[CH:7][C:8]([C:11]2[N:15]([CH3:16])[N:14]=[C:13]([C:17]([C:32]3[CH:33]=[CH:34][CH:35]=[CH:36][CH:37]=3)=[N:18][NH:19][C:20]([C:22]3[CH:23]=[CH:24][C:25]([C:26]([OH:28])=[O:27])=[CH:30][CH:31]=3)=[O:21])[C:12]=2[OH:38])=[CH:9][CH:10]=1)([CH3:4])([CH3:2])[CH3:3]. The yield is 0.950. (2) The reactants are [N+:1]([C:4]1[CH:5]=[C:6]([C:11]([F:14])([F:13])[F:12])[C:7](O)=[N:8][CH:9]=1)([O-:3])=[O:2].P(Cl)(Cl)(Cl)(Cl)[Cl:16].P(Cl)(Cl)(Cl)=O. No catalyst specified. The product is [Cl:16][C:7]1[C:6]([C:11]([F:14])([F:13])[F:12])=[CH:5][C:4]([N+:1]([O-:3])=[O:2])=[CH:9][N:8]=1. The yield is 0.770. (3) The reactants are [CH3:1][O:2][CH2:3][C@@H:4]1[CH2:8][N:7]([C:9]([O:11][C:12]([CH3:15])([CH3:14])[CH3:13])=[O:10])[C@H:6]([C:16]2[NH:20][C:19]3[C:21]4[C:26]([CH:27]=[CH:28][C:18]=3[N:17]=2)=[CH:25][C:24]2[C:29]3[C:34]([CH2:35][O:36][C:23]=2[CH:22]=4)=[CH:33][C:32](B2OC(C)(C)C(C)(C)O2)=[CH:31][CH:30]=3)[CH2:5]1.Br[C:47]1[NH:51][C:50]([C@@H:52]2[CH2:56][C@H:55]([CH3:57])[CH2:54][N:53]2[C:58](=[O:69])[C@@H:59]([NH:64][C:65](=[O:68])[O:66][CH3:67])[C@@H:60]([CH3:63])[CH2:61][CH3:62])=[N:49][CH:48]=1.C([O-])([O-])=O.[K+].[K+]. The catalyst is CS(C)=O.C1C=CC([P]([Pd]([P](C2C=CC=CC=2)(C2C=CC=CC=2)C2C=CC=CC=2)([P](C2C=CC=CC=2)(C2C=CC=CC=2)C2C=CC=CC=2)[P](C2C=CC=CC=2)(C2C=CC=CC=2)C2C=CC=CC=2)(C2C=CC=CC=2)C2C=CC=CC=2)=CC=1.C1C=CC(P(C2C=CC=CC=2)[C-]2C=CC=C2)=CC=1.C1C=CC(P(C2C=CC=CC=2)[C-]2C=CC=C2)=CC=1.Cl[Pd]Cl.[Fe+2]. The product is [CH3:67][O:66][C:65]([NH:64][C@H:59]([C:58]([N:53]1[CH2:54][C@@H:55]([CH3:57])[CH2:56][C@H:52]1[C:50]1[NH:51][C:47]([C:32]2[CH:33]=[C:34]3[CH2:35][O:36][C:23]4[CH:22]=[C:21]5[C:26]([CH:27]=[CH:28][C:18]6[N:17]=[C:16]([C@@H:6]7[CH2:5][C@H:4]([CH2:3][O:2][CH3:1])[CH2:8][N:7]7[C:9]([O:11][C:12]([CH3:14])([CH3:15])[CH3:13])=[O:10])[NH:20][C:19]=65)=[CH:25][C:24]=4[C:29]3=[CH:30][CH:31]=2)=[CH:48][N:49]=1)=[O:69])[C@@H:60]([CH2:61][CH3:62])[CH3:63])=[O:68]. The yield is 0.620. (4) The reactants are C(N(C(C)C)CC)(C)C.[CH2:10]([NH2:17])[C:11]1[CH:16]=[CH:15][CH:14]=[CH:13][CH:12]=1.Br[CH2:19][C:20]([O:22][CH2:23][CH3:24])=[O:21].C(OCC)(=O)C. The catalyst is O1CCOCC1. The product is [CH2:10]([NH:17][CH2:19][C:20]([O:22][CH2:23][CH3:24])=[O:21])[C:11]1[CH:16]=[CH:15][CH:14]=[CH:13][CH:12]=1. The yield is 0.800.